From a dataset of Catalyst prediction with 721,799 reactions and 888 catalyst types from USPTO. Predict which catalyst facilitates the given reaction. (1) Reactant: C[CH:2]([CH:6]1[C:14]2[C:9](=[CH:10][CH:11]=[CH:12][C:13]=2[N+:15]([O-:17])=[O:16])[NH:8][CH2:7]1)[C:3]([O-:5])=[O:4].[C:18](=O)(O)[O-].[Na+].[I-].[K+].Br[CH2:26][C:27]([O:29][CH2:30][CH3:31])=[O:28]. Product: [N+:15]([C:13]1[CH:12]=[CH:11][CH:10]=[C:9]2[C:14]=1[CH:6]([CH2:2][C:3]([O:5][CH3:18])=[O:4])[CH2:7][N:8]2[CH2:26][C:27]([O:29][CH2:30][CH3:31])=[O:28])([O-:17])=[O:16]. The catalyst class is: 21. (2) Reactant: Cl[C:2]1[C:3]([C:10]#[N:11])=[N:4][CH:5]=[C:6]([O:8][CH3:9])[CH:7]=1.[CH3:12][O:13][C:14](=[O:17])[CH2:15][SH:16].C(=O)([O-])[O-].[K+].[K+]. Product: [NH2:11][C:10]1[C:3]2=[N:4][CH:5]=[C:6]([O:8][CH3:9])[CH:7]=[C:2]2[S:16][C:15]=1[C:14]([O:13][CH3:12])=[O:17]. The catalyst class is: 23. (3) Reactant: [C:1]([O:5][C:6](=[O:22])[NH:7][CH:8]([C:11]1[CH:16]=[CH:15][C:14]([O:17][C:18]([F:21])([F:20])[F:19])=[CH:13][CH:12]=1)[CH2:9][NH2:10])([CH3:4])([CH3:3])[CH3:2].[C:23]1(=O)[C:31]2[C:26](=[CH:27][CH:28]=[CH:29][CH:30]=2)[C:25](=[O:32])[O:24]1. Product: [C:1]([O:5][C:6](=[O:22])[NH:7][CH:8]([C:11]1[CH:12]=[CH:13][C:14]([O:17][C:18]([F:20])([F:21])[F:19])=[CH:15][CH:16]=1)[CH2:9][N:10]1[C:23](=[O:24])[C:31]2[C:26](=[CH:27][CH:28]=[CH:29][CH:30]=2)[C:25]1=[O:32])([CH3:4])([CH3:2])[CH3:3]. The catalyst class is: 11. (4) Reactant: C([O:8][C:9]1[C:10]([Cl:24])=[CH:11][C:12]([Cl:23])=[C:13]2[C:18]=1[N:17]=[C:16]([CH2:19][N:20]([CH3:22])[CH3:21])[CH:15]=[N:14]2)C1C=CC=CC=1. Product: [ClH:23].[Cl:24][C:10]1[CH:11]=[C:12]([Cl:23])[C:13]2[N:14]=[CH:15][C:16]([CH2:19][N:20]([CH3:21])[CH3:22])=[N:17][C:18]=2[C:9]=1[OH:8]. The catalyst class is: 33. (5) Product: [CH3:12][C:3]1[CH:4]=[C:5]([CH:10]=[CH:11][C:2]=1[B:13]1[O:17][C:16]([CH3:19])([CH3:18])[C:15]([CH3:21])([CH3:20])[O:14]1)[C:6]([O:8][CH3:9])=[O:7]. The catalyst class is: 16. Reactant: Br[C:2]1[CH:11]=[CH:10][C:5]([C:6]([O:8][CH3:9])=[O:7])=[CH:4][C:3]=1[CH3:12].[B:13]1([B:13]2[O:17][C:16]([CH3:19])([CH3:18])[C:15]([CH3:21])([CH3:20])[O:14]2)[O:17][C:16]([CH3:19])([CH3:18])[C:15]([CH3:21])([CH3:20])[O:14]1.CC([O-])=O.[K+]. (6) Reactant: [NH:1]1[C:5]2[CH:6]=[CH:7][CH:8]=[CH:9][C:4]=2[NH:3][C:2]1=[C:10]([C:13]#[N:14])[C:11]#[N:12].[C:32]1(P([C:28]2[CH:33]=[CH:32][CH:31]=[CH:30]C=2)[C:32]2[CH:33]=[CH:28]C=[CH:30][CH:31]=2)[CH:33]=[CH:28]C=[CH:30][CH:31]=1.[N:34]1([CH:40](O)[CH3:41])[CH2:39][CH2:38][CH2:37][CH2:36][CH2:35]1.CCOC(/[N:48]=N/C(OCC)=O)=O.[CH2:55]1[CH2:59]OCC1. Product: [N:34]1([CH2:40][CH2:41][N:1]2[C:5]3[CH:6]=[CH:7][CH:8]=[CH:9][C:4]=3[N:3]([CH2:59][CH2:55][N:48]3[CH2:30][CH2:31][CH2:32][CH2:33][CH2:28]3)[C:2]2=[C:10]([C:13]#[N:14])[C:11]#[N:12])[CH2:39][CH2:38][CH2:37][CH2:36][CH2:35]1. The catalyst class is: 226. (7) Product: [Br:1][C:2]1[C:3]([F:9])=[CH:4][C:5]([NH2:6])=[C:7]([I:17])[CH:8]=1. The catalyst class is: 52. Reactant: [Br:1][C:2]1[CH:8]=[CH:7][C:5]([NH2:6])=[CH:4][C:3]=1[F:9].C1C(=O)N([I:17])C(=O)C1.[OH-].[Na+].CCOC(C)=O. (8) Reactant: [C:1]([CH2:9][CH2:10][C:11]([OH:13])=O)(=[O:8])[C:2]1[CH:7]=[CH:6][CH:5]=[CH:4][CH:3]=1.CN1C=CN=C1.C1(C)C=CC(S(Cl)(=O)=O)=CC=1.[CH2:31]([C:33]1[N:34]=[C:35]([C@@H:38]([NH2:49])[CH2:39][C:40]2[CH:45]=[CH:44][C:43]([N+:46]([O-:48])=[O:47])=[CH:42][CH:41]=2)[S:36][CH:37]=1)[CH3:32]. Product: [CH2:31]([C:33]1[N:34]=[C:35]([C@@H:38]([NH:49][C:11](=[O:13])[CH2:10][CH2:9][C:1](=[O:8])[C:2]2[CH:3]=[CH:4][CH:5]=[CH:6][CH:7]=2)[CH2:39][C:40]2[CH:45]=[CH:44][C:43]([N+:46]([O-:48])=[O:47])=[CH:42][CH:41]=2)[S:36][CH:37]=1)[CH3:32]. The catalyst class is: 2. (9) Reactant: [CH:1]1([O:7][C:8]2[CH:9]=[C:10]3[C:15](=[CH:16][CH:17]=2)[N:14]=[C:13]([CH2:18][N:19]2[CH2:24][CH2:23][CH:22]([C:25]([O:27]CC)=[O:26])[CH2:21][CH2:20]2)[CH:12]=[CH:11]3)[CH2:6][CH2:5][CH2:4][CH2:3][CH2:2]1.[OH-].[Na+]. Product: [CH:1]1([O:7][C:8]2[CH:9]=[C:10]3[C:15](=[CH:16][CH:17]=2)[N:14]=[C:13]([CH2:18][N:19]2[CH2:20][CH2:21][CH:22]([C:25]([OH:27])=[O:26])[CH2:23][CH2:24]2)[CH:12]=[CH:11]3)[CH2:2][CH2:3][CH2:4][CH2:5][CH2:6]1. The catalyst class is: 14.